This data is from Reaction yield outcomes from USPTO patents with 853,638 reactions. The task is: Predict the reaction yield, written as a fraction of the theoretical maximum amount of product (1.0 means a 100% yield; for example, 0.34 means a 34% yield). (1) The reactants are [CH2:1]([O:8][C:9](=[O:16])[C@H:10]([C@H:12]([CH2:14][CH3:15])[CH3:13])[NH2:11])[C:2]1[CH:7]=[CH:6][CH:5]=[CH:4][CH:3]=1.[CH2:17]1[CH2:23][S:20](=[O:22])(=[O:21])[O:19][CH2:18]1. The catalyst is C(#N)C. The yield is 0.390. The product is [CH2:1]([O:8][C:9]([C@@H:10]([NH:11][CH2:18][CH2:17][CH2:23][S:20]([OH:22])(=[O:21])=[O:19])[CH:12]([CH3:13])[CH2:14][CH3:15])=[O:16])[C:2]1[CH:7]=[CH:6][CH:5]=[CH:4][CH:3]=1. (2) The reactants are [CH3:1][O:2][C:3]1[CH:4]=[C:5]([C:13]([O:15]C)=[O:14])[C:6](=[CH:11][CH:12]=1)[C:7]([O:9]C)=[O:8].[OH-].[K+]. The catalyst is CO.O. The product is [CH3:1][O:2][C:3]1[CH:4]=[C:5]([C:13]([OH:15])=[O:14])[C:6](=[CH:11][CH:12]=1)[C:7]([OH:9])=[O:8]. The yield is 0.990. (3) The reactants are [F:1][C:2]1[CH:3]=[C:4]([C:12]2[C:21]3[C:16](=[CH:17][CH:18]=[C:19]([OH:22])[CH:20]=3)[C:15](=[O:23])[NH:14][CH:13]=2)[CH:5]=[CH:6][C:7]=1[C:8]([F:11])([F:10])[F:9].[H-].[Na+].[CH3:26][Si:27]([CH3:34])([CH3:33])[CH2:28][CH2:29][O:30][CH2:31]Cl. The catalyst is CN(C=O)C. The product is [F:1][C:2]1[CH:3]=[C:4]([C:12]2[C:21]3[C:16](=[CH:17][CH:18]=[C:19]([O:22][CH2:31][O:30][CH2:29][CH2:28][Si:27]([CH3:34])([CH3:33])[CH3:26])[CH:20]=3)[C:15](=[O:23])[NH:14][CH:13]=2)[CH:5]=[CH:6][C:7]=1[C:8]([F:11])([F:9])[F:10]. The yield is 0.589. (4) The reactants are [C:1]([C:3]1[CH:8]=[CH:7][C:6]([NH:9][CH:10]2[CH2:15][CH2:14][CH:13]([O:16][CH2:17][C:18]([N:20]3[CH2:25][CH2:24][N:23]([C:26]4[CH:35]=[CH:34][C:33]5[C:28](=[CH:29][CH:30]=[C:31]([C:36]([F:39])([F:38])[F:37])[CH:32]=5)[N:27]=4)[CH2:22][CH2:21]3)=[O:19])[CH2:12][CH2:11]2)=[CH:5][C:4]=1[C:40]([F:43])([F:42])[F:41])#[N:2].[H-].[Na+].I[CH3:47]. The yield is 0.980. The product is [CH3:47][N:9]([C:6]1[CH:7]=[CH:8][C:3]([C:1]#[N:2])=[C:4]([C:40]([F:42])([F:43])[F:41])[CH:5]=1)[CH:10]1[CH2:15][CH2:14][CH:13]([O:16][CH2:17][C:18]([N:20]2[CH2:21][CH2:22][N:23]([C:26]3[CH:35]=[CH:34][C:33]4[C:28](=[CH:29][CH:30]=[C:31]([C:36]([F:37])([F:38])[F:39])[CH:32]=4)[N:27]=3)[CH2:24][CH2:25]2)=[O:19])[CH2:12][CH2:11]1. The catalyst is C1COCC1.O. (5) The reactants are [NH:1]1[CH2:5][CH2:4][C@H:3](O)[CH2:2]1.[C:7](O[C:7]([O:9][C:10]([CH3:13])([CH3:12])[CH3:11])=[O:8])([O:9][C:10]([CH3:13])([CH3:12])[CH3:11])=[O:8].[CH:22]([N:25](C(C)C)CC)(C)C.CS(Cl)(=O)=O.[C-]#N.[Na+]. The catalyst is ClCCl. The product is [C:10]([O:9][C:7]([N:1]1[CH2:5][CH2:4][C@@H:3]([C:22]#[N:25])[CH2:2]1)=[O:8])([CH3:13])([CH3:12])[CH3:11]. The yield is 0.440. (6) The catalyst is C(Cl)Cl.CN(C=O)C. The yield is 0.730. The reactants are [Br:1][C:2]1[CH:7]=[CH:6][CH:5]=[C:4]([C:8]([OH:10])=O)[N:3]=1.C(Cl)(=O)C(Cl)=O.CCN(C(C)C)C(C)C.[NH2:26][C:27]1[CH:32]=[CH:31][N:30]=[CH:29][CH:28]=1. The product is [Br:1][C:2]1[N:3]=[C:4]([C:8]([NH:26][C:27]2[CH:32]=[CH:31][N:30]=[CH:29][CH:28]=2)=[O:10])[CH:5]=[CH:6][CH:7]=1. (7) The reactants are [CH3:1][C:2]1[CH:9]=[CH:8][C:5]([CH:6]=[O:7])=[C:4]([O:10][C@H:11]([CH2:13][CH:14]=[CH2:15])[CH3:12])[CH:3]=1.[CH3:16][Mg]I. The catalyst is C(OCC)C.O. The product is [CH3:1][C:2]1[CH:9]=[CH:8][C:5]([CH:6]([OH:7])[CH3:16])=[C:4]([O:10][C@H:11]([CH2:13][CH:14]=[CH2:15])[CH3:12])[CH:3]=1. The yield is 0.930. (8) The reactants are [C:1]([CH2:4][CH2:5][C:6]1[CH:11]=[CH:10][C:9]([NH:12][C:13]([C:15]2[N:16](COCC[Si](C)(C)C)[CH:17]=[C:18]([C:20]#[N:21])[N:19]=2)=[O:14])=[C:8]([C:30]2[CH2:35][CH2:34][C:33]([CH3:37])([CH3:36])[CH2:32][CH:31]=2)[CH:7]=1)(=[O:3])[NH2:2].[F-].C([N+](CCCC)(CCCC)CCCC)CCC.CCOC(C)=O. The catalyst is C1COCC1. The product is [C:1]([CH2:4][CH2:5][C:6]1[CH:11]=[CH:10][C:9]([NH:12][C:13]([C:15]2[NH:16][CH:17]=[C:18]([C:20]#[N:21])[N:19]=2)=[O:14])=[C:8]([C:30]2[CH2:35][CH2:34][C:33]([CH3:37])([CH3:36])[CH2:32][CH:31]=2)[CH:7]=1)(=[O:3])[NH2:2]. The yield is 0.240. (9) The reactants are [NH2:1]/[C:2](/[CH2:12][CH3:13])=[C:3](/[CH2:9][CH2:10]C)\[C:4]([O:6][CH2:7][CH3:8])=[O:5].[S:14]1[CH:18]=[CH:17][CH:16]=[C:15]1[C:19](Cl)=[O:20]. The catalyst is ClCCl. The product is [S:14]1[CH:18]=[CH:17][CH:16]=[C:15]1[C:19]([NH:1][C:2]1[CH2:12][CH2:13][CH2:10][CH2:9][C:3]=1[C:4]([O:6][CH2:7][CH3:8])=[O:5])=[O:20]. The yield is 0.760.